Predict hERG channel inhibition at various concentrations. From a dataset of hERG Central: cardiac toxicity at 1µM, 10µM, and general inhibition. (1) Results: hERG_inhib (hERG inhibition (general)): blocker. The molecule is CC(=O)c1cccc(CN2CCCC(C(=O)c3ccc4c(c3)OCO4)C2)c1. (2) The molecule is COc1ccc(OCC(=O)Nc2ccc3c(c2)nc(CCN2CCCC2)n3C)cc1. Results: hERG_inhib (hERG inhibition (general)): blocker. (3) The compound is Cc1nc2cc(Nc3nnc(-c4ccccc4)c4ccccc34)ccc2n1C. Results: hERG_inhib (hERG inhibition (general)): blocker. (4) The drug is CCOC(=O)c1cc2c(=O)n3ccccc3nc2n(C(C)C)c1=NC(=O)c1ccco1. Results: hERG_inhib (hERG inhibition (general)): blocker. (5) The compound is CCOc1ccc(NC(=S)N(CCc2ccncc2)C(C)C)cc1. Results: hERG_inhib (hERG inhibition (general)): blocker. (6) The compound is O=C(CN1CC[n+]2c(-c3cccs3)csc21)c1ccc(-c2ccccc2)cc1.[Br-]. Results: hERG_inhib (hERG inhibition (general)): blocker. (7) The compound is COc1ccc(-c2ccc(O[C@@H]3OC(C)(C)[C@H](OC)[C@@H](O)[C@H]3O)cc2C(=O)NCCc2ccccc2)cc1. Results: hERG_inhib (hERG inhibition (general)): blocker. (8) The molecule is CC1CCCC(N2CCN(C(=O)c3ccc([N+](=O)[O-])cc3)CC2)C1.O=C(O)C(=O)O. Results: hERG_inhib (hERG inhibition (general)): blocker. (9) The molecule is CN(C)S(=O)(=O)c1ccc(Cl)c(NC(=O)CN2CCN(Cc3ccc4c(c3)OCO4)CC2)c1. Results: hERG_inhib (hERG inhibition (general)): blocker. (10) The compound is CC(=O)c1cccc(-n2nnnc2SCC(=O)Nc2cccc(NC(=O)c3ccco3)c2)c1. Results: hERG_inhib (hERG inhibition (general)): blocker.